Dataset: Forward reaction prediction with 1.9M reactions from USPTO patents (1976-2016). Task: Predict the product of the given reaction. (1) Given the reactants Br[C:2]1[CH:3]=[C:4]2[C:8](=[CH:9][CH:10]=1)[N:7]([C@@H:11]([C:16]1[CH:21]=[CH:20][CH:19]=[CH:18][CH:17]=1)[C@H:12]([OH:15])[CH2:13][OH:14])[CH:6]=[CH:5]2.[C:22]1([C:28]#[CH:29])[CH:27]=[CH:26][CH:25]=[CH:24][CH:23]=1.C(=O)([O-])[O-].[K+].[K+], predict the reaction product. The product is: [C:16]1([C@H:11]([N:7]2[C:8]3[C:4](=[CH:3][C:2]([C:29]#[C:28][C:22]4[CH:27]=[CH:26][CH:25]=[CH:24][CH:23]=4)=[CH:10][CH:9]=3)[CH:5]=[CH:6]2)[C@H:12]([OH:15])[CH2:13][OH:14])[CH:21]=[CH:20][CH:19]=[CH:18][CH:17]=1. (2) Given the reactants [CH2:1]([O:3][C:4](=[O:17])[CH:5]([NH2:16])[C:6]1[CH:11]=[CH:10][C:9]([O:12][CH3:13])=[CH:8][C:7]=1[O:14][CH3:15])[CH3:2].[CH:18](=O)[C:19]1[CH:24]=[CH:23][CH:22]=[CH:21][CH:20]=1.S([O-])([O-])(=O)=O.[Mg+2], predict the reaction product. The product is: [CH2:1]([O:3][C:4](=[O:17])[CH:5]([C:6]1[CH:11]=[CH:10][C:9]([O:12][CH3:13])=[CH:8][C:7]=1[O:14][CH3:15])[N:16]=[CH:18][C:19]1[CH:24]=[CH:23][CH:22]=[CH:21][CH:20]=1)[CH3:2]. (3) Given the reactants [CH3:1][O:2][C:3]1[CH:4]=[C:5]([CH2:31][CH2:32][C:33]([O:35]C)=[O:34])[CH:6]=[CH:7][C:8]=1[O:9][CH2:10][CH2:11][CH:12]([C:17]1[S:18][C:19]2[CH:26]=[C:25]([C:27]([F:30])([F:29])[F:28])[CH:24]=[CH:23][C:20]=2[C:21]=1[CH3:22])[CH2:13][CH2:14][CH2:15][CH3:16].[OH-].[Na+], predict the reaction product. The product is: [CH3:1][O:2][C:3]1[CH:4]=[C:5]([CH2:31][CH2:32][C:33]([OH:35])=[O:34])[CH:6]=[CH:7][C:8]=1[O:9][CH2:10][CH2:11][CH:12]([C:17]1[S:18][C:19]2[CH:26]=[C:25]([C:27]([F:28])([F:30])[F:29])[CH:24]=[CH:23][C:20]=2[C:21]=1[CH3:22])[CH2:13][CH2:14][CH2:15][CH3:16]. (4) The product is: [Cl:24][C:21]1[S:20][C:19]([S:16]([NH:15][C:13]([NH:12][C:10]2[CH:9]=[CH:8][C:7]([N:25]3[CH:34]=[CH:33][C:32]4[C:27](=[CH:28][C:29]([F:37])=[C:30]([NH:35][CH3:36])[CH:31]=4)[C:26]3=[O:38])=[C:6]([CH2:5][OH:4])[CH:11]=2)=[O:14])(=[O:17])=[O:18])=[CH:23][CH:22]=1. Given the reactants C([O:4][CH2:5][C:6]1[CH:11]=[C:10]([NH:12][C:13]([NH:15][S:16]([C:19]2[S:20][C:21]([Cl:24])=[CH:22][CH:23]=2)(=[O:18])=[O:17])=[O:14])[CH:9]=[CH:8][C:7]=1[N:25]1[CH:34]=[CH:33][C:32]2[C:27](=[CH:28][C:29]([F:37])=[C:30]([NH:35][CH3:36])[CH:31]=2)[C:26]1=[O:38])(=O)C.C(O)(C(F)(F)F)=O, predict the reaction product. (5) Given the reactants [F:1][C:2]1[CH:3]=[C:4]2[C:8](=[CH:9][C:10]=1[F:11])[CH:7](O)[CH:6]([CH2:13][CH:14]([CH2:20][OH:21])[CH2:15][CH2:16][CH2:17][CH2:18][CH3:19])[CH2:5]2.C1(C)C=CC(S(Cl)(=O)=O)=CC=1.FC1C=C2C(=CC=1F)C1OCC(CCCCC)CC1C2, predict the reaction product. The product is: [F:1][C:2]1[CH:3]=[C:4]2[C:8](=[CH:9][C:10]=1[F:11])[C@@H:7]1[O:21][CH2:20][C@H:14]([CH2:15][CH2:16][CH2:17][CH2:18][CH3:19])[CH2:13][C@H:6]1[CH2:5]2. (6) Given the reactants Cl.[NH2:2][C@@H:3]([CH2:8][OH:9])[C:4]([O:6][CH3:7])=[O:5].[C:10]([O:14][C:15]([N:17]1[C:25]2[CH:24]=[CH:23][CH:22]=[C:21]([C:26](O)=[O:27])[C:20]=2[CH:19]=[CH:18]1)=[O:16])([CH3:13])([CH3:12])[CH3:11].C(N(C(C)C)C(C)C)C.C1C=CC(P(N=[N+]=[N-])(C2C=CC=CC=2)=O)=CC=1, predict the reaction product. The product is: [OH:9][CH2:8][C@H:3]([NH:2][C:26]([C:21]1[CH:22]=[CH:23][CH:24]=[C:25]2[C:20]=1[CH:19]=[CH:18][N:17]2[C:15]([O:14][C:10]([CH3:13])([CH3:12])[CH3:11])=[O:16])=[O:27])[C:4]([O:6][CH3:7])=[O:5]. (7) The product is: [NH2:1][C:2]1[N:3]=[C:5]([NH:4][C:7]2[CH:8]=[CH:9][C:10]([N:13]3[CH2:14][CH2:15][N:16]([CH:19]([CH3:21])[CH3:20])[CH2:17][CH2:18]3)=[CH:11][CH:12]=2)[S:6][C:28]=1[C:27]([C:26]1[CH:25]=[C:24]([CH:33]=[CH:32][CH:31]=1)[C:22]#[N:23])=[O:30]. Given the reactants [N:1]#[C:2][NH2:3].[N:4]([C:7]1[CH:12]=[CH:11][C:10]([N:13]2[CH2:18][CH2:17][N:16]([CH:19]([CH3:21])[CH3:20])[CH2:15][CH2:14]2)=[CH:9][CH:8]=1)=[C:5]=[S:6].[C:22]([C:24]1[CH:25]=[C:26]([CH:31]=[CH:32][CH:33]=1)[C:27](=[O:30])[CH2:28]Br)#[N:23], predict the reaction product.